This data is from Reaction yield outcomes from USPTO patents with 853,638 reactions. The task is: Predict the reaction yield, written as a fraction of the theoretical maximum amount of product (1.0 means a 100% yield; for example, 0.34 means a 34% yield). (1) The reactants are [CH2:1]([O:8][C:9]([NH:11][CH:12]([CH:17]([S:24][CH2:25][CH2:26][NH:27]C(OC(C)(C)C)=O)[C:18]1[CH:23]=[CH:22][CH:21]=[CH:20][CH:19]=1)[C:13]([O:15][CH3:16])=[O:14])=[O:10])[C:2]1[CH:7]=[CH:6][CH:5]=[CH:4][CH:3]=1.CO.C(Cl)(=O)C.CCOCC. The catalyst is C(OCC)(=O)C. The product is [NH2:27][CH2:26][CH2:25][S:24][CH:17]([C:18]1[CH:23]=[CH:22][CH:21]=[CH:20][CH:19]=1)[CH:12]([NH:11][C:9]([O:8][CH2:1][C:2]1[CH:7]=[CH:6][CH:5]=[CH:4][CH:3]=1)=[O:10])[C:13]([O:15][CH3:16])=[O:14]. The yield is 0.900. (2) The reactants are [CH3:1][C:2]1[N:3]([C:11]2[CH:16]=[CH:15][CH:14]=[CH:13][CH:12]=2)[C:4]([CH3:10])=[C:5]([C:7]([O-:9])=O)[N:6]=1.[Li+].Cl.Cl.[NH2:20][CH2:21][CH:22]([OH:38])[CH2:23][N:24]1[CH2:29][CH2:28][N:27]([C:30]2[CH:35]=[CH:34][CH:33]=[C:32]([Cl:36])[C:31]=2[Cl:37])[CH2:26][CH2:25]1.CCN=C=NCCCN(C)C.C1C=CC2N(O)N=NC=2C=1.CN1CCOCC1. The catalyst is CN(C=O)C. The product is [Cl:37][C:31]1[C:32]([Cl:36])=[CH:33][CH:34]=[CH:35][C:30]=1[N:27]1[CH2:28][CH2:29][N:24]([CH2:23][CH:22]([OH:38])[CH2:21][NH:20][C:7]([C:5]2[N:6]=[C:2]([CH3:1])[N:3]([C:11]3[CH:16]=[CH:15][CH:14]=[CH:13][CH:12]=3)[C:4]=2[CH3:10])=[O:9])[CH2:25][CH2:26]1. The yield is 0.400. (3) The reactants are Cl[C:2]1[N:3]=[CH:4][C:5]([C:8]([N:10]2[CH2:15][CH2:14][C:13]3[NH:16][C:17]([C:19]4[C:27]5[C:22](=[CH:23][C:24]([C:28]6[CH:33]=[C:32]([F:34])[C:31]([OH:35])=[CH:30][C:29]=6[CH2:36][CH3:37])=[CH:25][CH:26]=5)[NH:21][N:20]=4)=[N:18][C:12]=3[CH2:11]2)=[O:9])=[N:6][CH:7]=1.[NH:38]1[CH2:42][CH2:41][CH2:40][CH2:39]1. No catalyst specified. The product is [CH2:36]([C:29]1[CH:30]=[C:31]([OH:35])[C:32]([F:34])=[CH:33][C:28]=1[C:24]1[CH:23]=[C:22]2[C:27]([C:19]([C:17]3[NH:16][C:13]4[CH2:14][CH2:15][N:10]([C:8]([C:5]5[CH:4]=[N:3][C:2]([N:38]6[CH2:42][CH2:41][CH2:40][CH2:39]6)=[CH:7][N:6]=5)=[O:9])[CH2:11][C:12]=4[N:18]=3)=[N:20][NH:21]2)=[CH:26][CH:25]=1)[CH3:37]. The yield is 0.190. (4) The reactants are [F:1][C:2]1[CH:7]=[CH:6][C:5]([CH:8]2[CH2:13][CH2:12][C:11]3[C:14]([C:22]([N:24]([CH3:26])[CH3:25])=[O:23])=[CH:15][C:16]4[NH:17][C:18]([CH3:21])=[N:19][C:20]=4[C:10]=3[O:9]2)=[CH:4][CH:3]=1.[H-].[Na+].Br[CH2:30][CH2:31][CH2:32][O:33][Si:34]([C:37]([CH3:40])([CH3:39])[CH3:38])([CH3:36])[CH3:35]. The catalyst is CN(C)C=O. The product is [Si:34]([O:33][CH2:32][CH2:31][CH2:30][N:19]1[C:20]2[C:10]3[O:9][CH:8]([C:5]4[CH:6]=[CH:7][C:2]([F:1])=[CH:3][CH:4]=4)[CH2:13][CH2:12][C:11]=3[C:14]([C:22]([N:24]([CH3:25])[CH3:26])=[O:23])=[CH:15][C:16]=2[N:17]=[C:18]1[CH3:21])([C:37]([CH3:38])([CH3:39])[CH3:40])([CH3:36])[CH3:35]. The yield is 0.460. (5) The product is [C:10]([C:13]1[S:17][C:16]([C:2]2[CH:3]=[CH:4][C:5](=[O:9])[N:6]([CH3:8])[CH:7]=2)=[CH:15][CH:14]=1)(=[O:12])[CH3:11]. The yield is 0.620. The reactants are Br[C:2]1[CH:3]=[CH:4][C:5](=[O:9])[N:6]([CH3:8])[CH:7]=1.[C:10]([C:13]1[S:17][C:16](B(O)O)=[CH:15][CH:14]=1)(=[O:12])[CH3:11].C([O-])([O-])=O.[K+].[K+]. The catalyst is O1CCOCC1.O.[Br-].C([N+](CCCC)(CCCC)CCCC)CCC.Cl[Pd](Cl)([P](C1C=CC=CC=1)(C1C=CC=CC=1)C1C=CC=CC=1)[P](C1C=CC=CC=1)(C1C=CC=CC=1)C1C=CC=CC=1. (6) The product is [CH3:22][C:17]1([CH3:23])[C:18]([CH3:21])([CH3:20])[O:19][B:15]([C:2]2[C:11]3[C:6](=[CH:7][CH:8]=[CH:9][CH:10]=3)[C:5]([C:12]([OH:14])=[O:13])=[CH:4][CH:3]=2)[O:16]1. The reactants are Br[C:2]1[C:11]2[C:6](=[CH:7][CH:8]=[CH:9][CH:10]=2)[C:5]([C:12]([OH:14])=[O:13])=[CH:4][CH:3]=1.[B:15]1([B:15]2[O:19][C:18]([CH3:21])([CH3:20])[C:17]([CH3:23])([CH3:22])[O:16]2)[O:19][C:18]([CH3:21])([CH3:20])[C:17]([CH3:23])([CH3:22])[O:16]1.[F-].[Cs+].C1(P(C2C=CC=CC=2)C2C=CC=CC=2)C=CC=CC=1. The yield is 0.510. The catalyst is C(#N)C.C([O-])(=O)C.[Pd+2].C([O-])(=O)C. (7) The yield is 0.670. The product is [CH2:1]([O:3][C:4](=[O:38])[C:5]1[CH:6]=[CH:7][C:8]([N:11]2[CH:15]=[C:14]([C:16]3[CH:21]=[CH:20][C:19]([Cl:22])=[CH:18][C:17]=3[Cl:23])[N:13]=[C:12]2[CH2:24][C:25]2[CH:30]=[CH:29][C:28]([C:31]3[CH:32]=[CH:33][C:34]([O:37][CH2:40][CH2:41][CH2:42][C:43]([F:46])([F:45])[F:44])=[CH:35][CH:36]=3)=[CH:27][CH:26]=2)=[CH:9][CH:10]=1)[CH3:2]. No catalyst specified. The reactants are [CH2:1]([O:3][C:4](=[O:38])[C:5]1[CH:10]=[CH:9][C:8]([N:11]2[CH:15]=[C:14]([C:16]3[CH:21]=[CH:20][C:19]([Cl:22])=[CH:18][C:17]=3[Cl:23])[N:13]=[C:12]2[CH2:24][C:25]2[CH:30]=[CH:29][C:28]([C:31]3[CH:36]=[CH:35][C:34]([OH:37])=[CH:33][CH:32]=3)=[CH:27][CH:26]=2)=[CH:7][CH:6]=1)[CH3:2].Br[CH2:40][CH2:41][CH2:42][C:43]([F:46])([F:45])[F:44]. (8) The reactants are ClC1C(Cl)=CC=CC=1N1[CH2:14][CH2:13][N:12]([CH2:15][CH2:16][CH2:17][CH2:18][O:19][C:20]2[CH:29]=[CH:28][C:27]3[C:22](=[C:23]([OH:30])[CH:24]=[CH:25][CH:26]=3)[N:21]=2)[CH2:11][CH2:10]1.[S:31]1[C:39]2CCNCC=2[CH:33]=[CH:32]1. No catalyst specified. The product is [S:31]1[C:39]2[CH2:10][CH2:11][N:12]([CH2:15][CH2:16][CH2:17][CH2:18][O:19][C:20]3[CH:29]=[CH:28][C:27]4[C:22](=[C:23]([OH:30])[CH:24]=[CH:25][CH:26]=4)[N:21]=3)[CH2:13][C:14]=2[CH:33]=[CH:32]1. The yield is 0.200. (9) The reactants are [F:1][C:2]1[CH:7]=[CH:6][CH:5]=[CH:4][C:3]=1[N:8]1[CH:12](N2CCCCC2)[CH:11]([CH3:19])[N:10]=[N:9]1.FC1C=CC(N2C(N3CCCCC3)C(C)N=N2)=CC=1. No catalyst specified. The product is [F:1][C:2]1[CH:7]=[CH:6][CH:5]=[CH:4][C:3]=1[N:8]1[CH:12]=[C:11]([CH3:19])[N:10]=[N:9]1. The yield is 0.650.